The task is: Regression. Given two drug SMILES strings and cell line genomic features, predict the synergy score measuring deviation from expected non-interaction effect.. This data is from NCI-60 drug combinations with 297,098 pairs across 59 cell lines. (1) Drug 2: CC(C)CN1C=NC2=C1C3=CC=CC=C3N=C2N. Cell line: SNB-19. Synergy scores: CSS=-4.59, Synergy_ZIP=3.54, Synergy_Bliss=0.653, Synergy_Loewe=-6.20, Synergy_HSA=-4.69. Drug 1: C1CC(=O)NC(=O)C1N2C(=O)C3=CC=CC=C3C2=O. (2) Drug 1: CN1CCC(CC1)COC2=C(C=C3C(=C2)N=CN=C3NC4=C(C=C(C=C4)Br)F)OC. Drug 2: C1=C(C(=O)NC(=O)N1)N(CCCl)CCCl. Cell line: A498. Synergy scores: CSS=28.5, Synergy_ZIP=-5.75, Synergy_Bliss=5.40, Synergy_Loewe=6.23, Synergy_HSA=7.77. (3) Drug 1: C1=NC2=C(N=C(N=C2N1C3C(C(C(O3)CO)O)F)Cl)N. Drug 2: C#CCC(CC1=CN=C2C(=N1)C(=NC(=N2)N)N)C3=CC=C(C=C3)C(=O)NC(CCC(=O)O)C(=O)O. Cell line: IGROV1. Synergy scores: CSS=46.2, Synergy_ZIP=3.01, Synergy_Bliss=-0.112, Synergy_Loewe=-30.5, Synergy_HSA=-1.43. (4) Drug 1: C1=CC(=CC=C1C#N)C(C2=CC=C(C=C2)C#N)N3C=NC=N3. Drug 2: N.N.Cl[Pt+2]Cl. Cell line: EKVX. Synergy scores: CSS=8.54, Synergy_ZIP=-1.25, Synergy_Bliss=2.23, Synergy_Loewe=-4.04, Synergy_HSA=-3.81.